This data is from Reaction yield outcomes from USPTO patents with 853,638 reactions. The task is: Predict the reaction yield, written as a fraction of the theoretical maximum amount of product (1.0 means a 100% yield; for example, 0.34 means a 34% yield). (1) The reactants are C(OC(=O)[CH:7]([C:20]#[N:21])[C:8](=[O:19])[CH2:9][C:10]1[CH:15]=[CH:14][CH:13]=[C:12]([N+:16]([O-:18])=[O:17])[CH:11]=1)(C)(C)C.C(O)(C(F)(F)F)=O. The catalyst is C1(C)C=CC=CC=1. The product is [N+:16]([C:12]1[CH:11]=[C:10]([CH2:9][C:8](=[O:19])[CH2:7][C:20]#[N:21])[CH:15]=[CH:14][CH:13]=1)([O-:18])=[O:17]. The yield is 0.370. (2) The reactants are [C:1]([C:4]1[CH:55]=[CH:54][C:7]([C:8]([N:10]2[CH2:16][C@H:15]([NH:17][C:18](=[O:30])[C@@H:19]([N:21](C(OC(C)(C)C)=O)[CH3:22])[CH3:20])[C:14](=[O:31])[N:13]([CH2:32][C:33]3[C:42]4[C:37](=[CH:38][CH:39]=[CH:40][CH:41]=4)[N+:36]([O-:43])=[CH:35][C:34]=3[O:44][CH2:45][C:46]([F:49])([F:48])[F:47])[C:12]3[CH:50]=[CH:51][CH:52]=[CH:53][C:11]2=3)=[O:9])=[CH:6][CH:5]=1)(=[O:3])[CH3:2].[ClH:56]. The catalyst is O1CCOCC1. The product is [ClH:56].[C:1]([C:4]1[CH:5]=[CH:6][C:7]([C:8]([N:10]2[CH2:16][C@H:15]([NH:17][C:18](=[O:30])[C@@H:19]([NH:21][CH3:22])[CH3:20])[C:14](=[O:31])[N:13]([CH2:32][C:33]3[C:42]4[C:37](=[CH:38][CH:39]=[CH:40][CH:41]=4)[N+:36]([O-:43])=[CH:35][C:34]=3[O:44][CH2:45][C:46]([F:48])([F:47])[F:49])[C:12]3[CH:50]=[CH:51][CH:52]=[CH:53][C:11]2=3)=[O:9])=[CH:54][CH:55]=1)(=[O:3])[CH3:2]. The yield is 0.860. (3) No catalyst specified. The yield is 0.620. The reactants are C1CO[C:8]2[CH:7]=[CH:6][C:5]([NH:11][C:12]3[C:17]([F:18])=[CH:16][N:15]=[C:14]([NH:19][C:20]4[CH:25]=[CH:24][CH:23]=[C:22](O)C=4)[N:13]=3)=[CH:4][C:3]=2[O:2]1.Cl[C:28]1N=C(NC2C=CC=C(O)C=2)C(F)=C[N:29]=1.N1C=CC=C(CN)C=1. The product is [F:18][C:17]1[C:12]([NH:11][C:5]2[CH:6]=[CH:7][CH:8]=[C:3]([OH:2])[CH:4]=2)=[N:13][C:14]([NH:19][CH2:20][C:25]2[CH:28]=[N:29][CH:22]=[CH:23][CH:24]=2)=[N:15][CH:16]=1. (4) The reactants are [ClH:1].O1CCOCC1.C(OC(=O)[NH:14][CH2:15][CH2:16][C:17](=[O:38])[NH:18][CH2:19][C:20]1[CH:28]=[CH:27][CH:26]=[C:25]2[C:21]=1[CH2:22][N:23]([CH:30]1[CH2:35][CH2:34][C:33](=[O:36])[NH:32][C:31]1=[O:37])[C:24]2=[O:29])(C)(C)C. The catalyst is C(Cl)Cl.CN(C=O)C. The product is [ClH:1].[NH2:14][CH2:15][CH2:16][C:17]([NH:18][CH2:19][C:20]1[CH:28]=[CH:27][CH:26]=[C:25]2[C:21]=1[CH2:22][N:23]([CH:30]1[CH2:35][CH2:34][C:33](=[O:36])[NH:32][C:31]1=[O:37])[C:24]2=[O:29])=[O:38]. The yield is 0.740.